This data is from Reaction yield outcomes from USPTO patents with 853,638 reactions. The task is: Predict the reaction yield, written as a fraction of the theoretical maximum amount of product (1.0 means a 100% yield; for example, 0.34 means a 34% yield). The reactants are [F:1][C:2]1[CH:7]=[CH:6][C:5]([C:8]2[O:9][C:10]3[CH:20]=[CH:19][C:18]([C:21]4[CH:26]=[CH:25][CH:24]=[C:23]([C:27](=[O:38])[NH:28][C:29]([C:32]5[CH:37]=[CH:36][CH:35]=[CH:34][CH:33]=5)([CH3:31])[CH3:30])[CH:22]=4)=[C:17]([N+:39]([O-])=O)[C:11]=3[C:12]=2[C:13]([NH:15][CH3:16])=[O:14])=[CH:4][CH:3]=1. The catalyst is C(O)C.CC(O)=O.CCOC(C)=O.[Fe]. The product is [NH2:39][C:17]1[C:11]2[C:12]([C:13]([NH:15][CH3:16])=[O:14])=[C:8]([C:5]3[CH:6]=[CH:7][C:2]([F:1])=[CH:3][CH:4]=3)[O:9][C:10]=2[CH:20]=[CH:19][C:18]=1[C:21]1[CH:26]=[CH:25][CH:24]=[C:23]([C:27](=[O:38])[NH:28][C:29]([C:32]2[CH:33]=[CH:34][CH:35]=[CH:36][CH:37]=2)([CH3:31])[CH3:30])[CH:22]=1. The yield is 0.560.